Dataset: TCR-epitope binding with 47,182 pairs between 192 epitopes and 23,139 TCRs. Task: Binary Classification. Given a T-cell receptor sequence (or CDR3 region) and an epitope sequence, predict whether binding occurs between them. (1) The epitope is SEISMDNSPNL. The TCR CDR3 sequence is CASSQRNTNTEAFF. Result: 1 (the TCR binds to the epitope). (2) Result: 1 (the TCR binds to the epitope). The TCR CDR3 sequence is CASSLGQGIGNTIYF. The epitope is KEIDRLNEV. (3) The epitope is KLSYGIATV. The TCR CDR3 sequence is CASSYGAGGPGYNEQFF. Result: 1 (the TCR binds to the epitope). (4) The epitope is VVYRGTTTY. The TCR CDR3 sequence is CASSQKRGEVTLDRDSNQPQHF. Result: 1 (the TCR binds to the epitope). (5) The epitope is TLIGDCATV. The TCR CDR3 sequence is CASSPGQGRTHYGYTF. Result: 0 (the TCR does not bind to the epitope). (6) The epitope is VLAWLYAAV. The TCR CDR3 sequence is CASSYANEQYF. Result: 1 (the TCR binds to the epitope).